This data is from Reaction yield outcomes from USPTO patents with 853,638 reactions. The task is: Predict the reaction yield, written as a fraction of the theoretical maximum amount of product (1.0 means a 100% yield; for example, 0.34 means a 34% yield). (1) The reactants are [Cl:1][C:2]1[CH:25]=[CH:24][CH:23]=[C:22]([N+:26]([O-])=O)[C:3]=1[C:4]([N:6]([C:10](=O)[C@@H:11]([NH:13][C:14](=[O:20])[O:15][C:16]([CH3:19])([CH3:18])[CH3:17])[CH3:12])[CH:7]1[CH2:9][CH2:8]1)=[O:5]. The catalyst is C(O)(=O)C.[Zn]. The product is [Cl:1][C:2]1[CH:25]=[CH:24][CH:23]=[C:22]2[C:3]=1[C:4](=[O:5])[N:6]([CH:7]1[CH2:9][CH2:8]1)[C:10]([C@@H:11]([NH:13][C:14](=[O:20])[O:15][C:16]([CH3:19])([CH3:18])[CH3:17])[CH3:12])=[N:26]2. The yield is 0.812. (2) The reactants are [Cl:1][CH:2]1[N:7](Cl)[CH:6]=[CH:5][N:4]=[CH:3]1.CN(C=O)C.[C:14]([O:18][C:19]([N:21]1[CH2:26][CH2:25][NH:24][CH2:23][CH2:22]1)=[O:20])([CH3:17])([CH3:16])[CH3:15]. The catalyst is O. The product is [C:14]([O:18][C:19]([N:21]1[CH2:26][CH2:25][N:24]([C:3]2[C:2]([Cl:1])=[N:7][CH:6]=[CH:5][N:4]=2)[CH2:23][CH2:22]1)=[O:20])([CH3:17])([CH3:15])[CH3:16]. The yield is 0.800. (3) The yield is 0.870. The catalyst is O1CCCC1. The product is [OH:6][C@H:7]1[CH2:15][CH2:14][CH2:13][C@@:12]2([CH3:16])[C@H:8]1[CH2:9][CH2:10][C@@H:11]2[C:17]([CH3:32])([CH2:18][CH2:19][CH2:20][C:21]([CH3:24])([OH:23])[CH3:22])[CH2:25][CH2:26][CH2:27][C:28]([CH3:31])([OH:30])[CH3:29]. The reactants are C([Si](C)(C)[O:6][C@H:7]1[CH2:15][CH2:14][CH2:13][C@@:12]2([CH3:16])[C@H:8]1[CH2:9][CH2:10][C@@H:11]2[C:17]([CH3:32])([CH2:25][CH2:26][CH2:27][C:28]([CH3:31])([OH:30])[CH3:29])[CH2:18][CH2:19][CH2:20][C:21]([CH3:24])([OH:23])[CH3:22])(C)(C)C.[F-].C([N+](CCCC)(CCCC)CCCC)CCC.C(OCC)(=O)C.